Dataset: NCI-60 drug combinations with 297,098 pairs across 59 cell lines. Task: Regression. Given two drug SMILES strings and cell line genomic features, predict the synergy score measuring deviation from expected non-interaction effect. Cell line: EKVX. Synergy scores: CSS=9.67, Synergy_ZIP=-3.52, Synergy_Bliss=2.64, Synergy_Loewe=-0.165, Synergy_HSA=1.59. Drug 2: C1CN(CCN1C(=O)CCBr)C(=O)CCBr. Drug 1: CC1=C(N=C(N=C1N)C(CC(=O)N)NCC(C(=O)N)N)C(=O)NC(C(C2=CN=CN2)OC3C(C(C(C(O3)CO)O)O)OC4C(C(C(C(O4)CO)O)OC(=O)N)O)C(=O)NC(C)C(C(C)C(=O)NC(C(C)O)C(=O)NCCC5=NC(=CS5)C6=NC(=CS6)C(=O)NCCC[S+](C)C)O.